Dataset: Forward reaction prediction with 1.9M reactions from USPTO patents (1976-2016). Task: Predict the product of the given reaction. (1) Given the reactants [C:1]1([C:7]2([CH2:20][O:21][CH2:22][C:23]3[CH:24]=[C:25]([C:32]([F:35])([F:34])[F:33])[CH:26]=[C:27]4[C:31]=3[NH:30][N:29]=[CH:28]4)[CH2:12][CH2:11][N:10](C(OC(C)(C)C)=O)[CH2:9][CH2:8]2)[CH:6]=[CH:5][CH:4]=[CH:3][CH:2]=1, predict the reaction product. The product is: [C:1]1([C:7]2([CH2:20][O:21][CH2:22][C:23]3[CH:24]=[C:25]([C:32]([F:33])([F:35])[F:34])[CH:26]=[C:27]4[C:31]=3[NH:30][N:29]=[CH:28]4)[CH2:12][CH2:11][NH:10][CH2:9][CH2:8]2)[CH:2]=[CH:3][CH:4]=[CH:5][CH:6]=1. (2) Given the reactants Cl[C:2]1[N:7]=[CH:6][C:5]([C:8]2[S:9][C:10]3[CH2:16][CH2:15][N:14]([C:17](=[O:22])[C:18]([F:21])([F:20])[F:19])[CH2:13][CH2:12][C:11]=3[N:23]=2)=[CH:4][CH:3]=1.[NH:24]1[CH2:28][CH2:27][CH2:26][C:25]1=[O:29].CC1(C)C2C=CC=C(P(C3C=CC=CC=3)C3C=CC=CC=3)C=2OC2C1=CC=CC=2P(C1C=CC=CC=1)C1C=CC=CC=1.C(=O)([O-])[O-].[Cs+].[Cs+], predict the reaction product. The product is: [F:19][C:18]([F:21])([F:20])[C:17]([N:14]1[CH2:15][CH2:16][C:10]2[S:9][C:8]([C:5]3[CH:4]=[CH:3][C:2]([N:24]4[CH2:28][CH2:27][CH2:26][C:25]4=[O:29])=[N:7][CH:6]=3)=[N:23][C:11]=2[CH2:12][CH2:13]1)=[O:22]. (3) Given the reactants [C:1]([O:10][CH3:11])(=[O:9])[C:2]1[C:3](=[CH:5][CH:6]=[CH:7][CH:8]=1)[NH2:4].[C:21](P([C:21]([CH3:24])([CH3:23])[CH3:22])[C:21]([CH3:24])([CH3:23])[CH3:22])([CH3:24])([CH3:23])[CH3:22].[C:25]([O-:28])([O-])=[O:26].[Cs+].[Cs+].[C:31]1([CH3:37])[CH:36]=[CH:35][CH:34]=[CH:33][CH:32]=1, predict the reaction product. The product is: [CH3:11][O:10][C:1]([C:2]1[CH:8]=[CH:7][CH:6]=[CH:5][C:3]=1[NH:4][C:7]1[CH:8]=[CH:2][C:3]2[N:4]([C:25]([O:28][C:21]([CH3:22])([CH3:23])[CH3:24])=[O:26])[C:36]3[C:31]([C:37]=2[CH:6]=1)=[CH:32][CH:33]=[CH:34][CH:35]=3)=[O:9]. (4) Given the reactants C(C1C=NC(=S)N=1)C1C=CC=CC=1.C1(C)C=CC(S(O)=O)=CC=1.[C:24]1([CH:30]([C:32]2[CH:36]=[N:35][C:34](=[S:37])[N:33]=2)[CH3:31])C=CC=C[CH:25]=1.C(Cl)C=C.[S].C(C(CC)C=O)C.CC(CC)C=O.N1C(=S)N=CC=1, predict the reaction product. The product is: [CH3:31][CH:30]([C:32]1[CH:36]=[N:35][C:34](=[S:37])[N:33]=1)[CH2:24][CH3:25].